Predict the product of the given reaction. From a dataset of Forward reaction prediction with 1.9M reactions from USPTO patents (1976-2016). (1) Given the reactants [BH4-].[Na+].[Br:3][C:4]1[CH:9]=[CH:8][C:7]([C:10](=[O:14])[CH2:11][CH2:12][Cl:13])=[CH:6][CH:5]=1, predict the reaction product. The product is: [Br:3][C:4]1[CH:5]=[CH:6][C:7]([CH:10]([OH:14])[CH2:11][CH2:12][Cl:13])=[CH:8][CH:9]=1. (2) Given the reactants C(O)(C(F)(F)F)=O.C(OC(=O)[NH:14][CH2:15][C:16](=[O:35])[N:17]1[CH2:22][CH2:21][N:20]([C:23](=[O:34])[C:24]2[CH:29]=[CH:28][CH:27]=[CH:26][C:25]=2[C:30]([F:33])([F:32])[F:31])[CH2:19][CH2:18]1)(C)(C)C, predict the reaction product. The product is: [NH2:14][CH2:15][C:16]([N:17]1[CH2:18][CH2:19][N:20]([C:23](=[O:34])[C:24]2[CH:29]=[CH:28][CH:27]=[CH:26][C:25]=2[C:30]([F:33])([F:31])[F:32])[CH2:21][CH2:22]1)=[O:35]. (3) Given the reactants C([N:8]1[CH2:13][C@H:12]([OH:14])[CH2:11][C@H:10]([C:15]([O:17][CH3:18])=[O:16])[C@H:9]1[C:19]([O:21]CC1C=CC=CC=1)=[O:20])C1C=CC=CC=1.[H][H], predict the reaction product. The product is: [OH:14][C@H:12]1[CH2:13][NH:8][C@H:9]([C:19]([OH:21])=[O:20])[C@@H:10]([C:15]([O:17][CH3:18])=[O:16])[CH2:11]1. (4) Given the reactants [F:1][C:2]1[C:11]2[C:6](=[CH:7][CH:8]=[CH:9][CH:10]=2)[C:5]([O:12][CH3:13])=[C:4]([CH:14]=[O:15])[CH:3]=1.O.P([O-])(O)(O)=[O:18].[Na+].OO.Cl([O-])=O.[Na+], predict the reaction product. The product is: [F:1][C:2]1[C:11]2[C:6](=[CH:7][CH:8]=[CH:9][CH:10]=2)[C:5]([O:12][CH3:13])=[C:4]([C:14]([OH:18])=[O:15])[CH:3]=1. (5) The product is: [CH3:14][O:13][C:11]1[CH:10]=[N:9][N:8]([C:5]2[CH:6]=[CH:7][C:2]([B:18]3[O:19][C:20]([CH3:22])([CH3:21])[C:16]([CH3:32])([CH3:15])[O:17]3)=[CH:3][CH:4]=2)[N:12]=1. Given the reactants Br[C:2]1[CH:7]=[CH:6][C:5]([N:8]2[N:12]=[C:11]([O:13][CH3:14])[CH:10]=[N:9]2)=[CH:4][CH:3]=1.[CH3:15][C:16]1([CH3:32])[C:20]([CH3:22])([CH3:21])[O:19][B:18]([B:18]2[O:19][C:20]([CH3:22])([CH3:21])[C:16]([CH3:32])([CH3:15])[O:17]2)[O:17]1.C([O-])(=O)C.[K+].O, predict the reaction product. (6) Given the reactants N1(OC(N(C)C)=[N+](C)C)C2N=CC=CC=2N=N1.F[P-](F)(F)(F)(F)F.[C:25]([OH:28])(=O)[CH3:26].C(N(CC)C(C)C)(C)C.C(O)=O.[NH2:41][CH2:42][C:43]1[CH:44]=[C:45]([CH2:49][N:50]2[C:58]3[C:53](=[C:54]([OH:59])[CH:55]=[CH:56][CH:57]=3)[C:52]([NH:60][S:61]([C:64]3[S:65][C:66]([Cl:69])=[CH:67][CH:68]=3)(=[O:63])=[O:62])=[N:51]2)[CH:46]=[CH:47][CH:48]=1, predict the reaction product. The product is: [Cl:69][C:66]1[S:65][C:64]([S:61]([NH:60][C:52]2[C:53]3[C:58](=[CH:57][CH:56]=[CH:55][C:54]=3[OH:59])[N:50]([CH2:49][C:45]3[CH:44]=[C:43]([CH2:42][NH:41][C:25](=[O:28])[CH3:26])[CH:48]=[CH:47][CH:46]=3)[N:51]=2)(=[O:62])=[O:63])=[CH:68][CH:67]=1. (7) Given the reactants [CH:1]1[C:6]([OH:7])=[CH:5][CH:4]=[CH:3][C:2]=1[CH3:8].C1C=CC(P(C2C=CC=CC=2)C2C=CC=CC=2)=CC=1.CC([O:31]C(/N=N/C(OC(C)C)=O)=O)C.[CH2:42]1[CH2:46][O:45][CH2:44][CH2:43]1, predict the reaction product. The product is: [C:2]1([CH3:8])[CH:3]=[CH:4][CH:5]=[C:6]([O:7][C@@H:43]([CH3:42])[C:44]([O:45][CH3:46])=[O:31])[CH:1]=1.